Dataset: Reaction yield outcomes from USPTO patents with 853,638 reactions. Task: Predict the reaction yield, written as a fraction of the theoretical maximum amount of product (1.0 means a 100% yield; for example, 0.34 means a 34% yield). (1) The reactants are [NH:1]1[C:5]2=[N:6][CH:7]=[CH:8][CH:9]=[C:4]2[CH:3]=[CH:2]1.Cl.[CH3:11][NH:12][CH3:13].[CH2:14]=O. The product is [CH3:11][N:12]([CH3:14])[CH2:13][C:3]1[C:4]2[C:5](=[N:6][CH:7]=[CH:8][CH:9]=2)[NH:1][CH:2]=1. The yield is 0.674. The catalyst is C(O)(C)C. (2) The reactants are Br.Br[CH2:3][C:4]([C:6]1[CH:11]=[CH:10][N:9]=[CH:8][CH:7]=1)=O.[C:12]([C:14]1[CH:19]=[CH:18][C:17]([NH:20][C:21]([NH2:23])=[S:22])=[CH:16][CH:15]=1)#[N:13].N. The catalyst is CCO.O. The product is [N:9]1[CH:10]=[CH:11][C:6]([C:4]2[N:23]=[C:21]([NH:20][C:17]3[CH:18]=[CH:19][C:14]([C:12]#[N:13])=[CH:15][CH:16]=3)[S:22][CH:3]=2)=[CH:7][CH:8]=1. The yield is 0.900. (3) The reactants are [OH:1][C:2]1[CH:3]=[C:4]([CH3:9])[CH:5]=[C:6]([OH:8])[CH:7]=1.[C:10]([O-])([O-])=O.[K+].[K+].CI. The catalyst is CC(C)=O. The product is [CH3:9][C:4]1[CH:5]=[C:6]([O:8][CH3:10])[CH:7]=[C:2]([OH:1])[CH:3]=1. The yield is 0.800. (4) The reactants are [NH2:1][C@H:2]([C:7]([OH:9])=[O:8])[C:3]([CH3:6])([CH3:5])[CH3:4].C([O-])(O)=O.[Na+].Cl[C:16]([O:18][CH2:19][C:20]1[CH:25]=[CH:24][CH:23]=[CH:22][CH:21]=1)=[O:17].C([O-])([O-])=O.[Na+].[Na+]. The catalyst is O. The product is [CH2:19]([O:18][C:16]([NH:1][CH:2]([C:3]([CH3:6])([CH3:5])[CH3:4])[C:7]([OH:9])=[O:8])=[O:17])[C:20]1[CH:25]=[CH:24][CH:23]=[CH:22][CH:21]=1. The yield is 0.815.